The task is: Predict the reaction yield, written as a fraction of the theoretical maximum amount of product (1.0 means a 100% yield; for example, 0.34 means a 34% yield).. This data is from Reaction yield outcomes from USPTO patents with 853,638 reactions. (1) The reactants are [N+:1]([C:4]1[CH:49]=[CH:48][C:7]([C:8]([O:10][C@H:11]2[C:15]3[N:16]=[CH:17][N:18]=[C:19]([N:20]4[C:40]5[C:35](=[C:36]([CH2:42][NH:43][CH:44]([CH3:46])[CH3:45])[C:37]([Cl:41])=[CH:38][CH:39]=5)[C:22]5([CH2:27][CH2:26][N:25](CC6C=CC=CC=6)[CH2:24][CH2:23]5)[CH2:21]4)[C:14]=3[C@H:13]([CH3:47])[CH2:12]2)=[O:9])=[CH:6][CH:5]=1)([O-:3])=[O:2].C(Cl)(=O)OC(Cl)C. The catalyst is ClC(Cl)C. The product is [N+:1]([C:4]1[CH:5]=[CH:6][C:7]([C:8]([O:10][C@H:11]2[C:15]3[N:16]=[CH:17][N:18]=[C:19]([N:20]4[C:40]5[C:35](=[C:36]([CH2:42][NH:43][CH:44]([CH3:46])[CH3:45])[C:37]([Cl:41])=[CH:38][CH:39]=5)[C:22]5([CH2:23][CH2:24][NH:25][CH2:26][CH2:27]5)[CH2:21]4)[C:14]=3[C@H:13]([CH3:47])[CH2:12]2)=[O:9])=[CH:48][CH:49]=1)([O-:3])=[O:2]. The yield is 0.410. (2) The reactants are [F:1][C:2]1[CH:22]=[CH:21][CH:20]=[CH:19][C:3]=1[CH2:4][O:5][C:6]1[CH:18]=[CH:17][C:9]([CH:10]=[N:11][C@@H:12]([CH3:16])[C:13]([NH2:15])=[O:14])=[CH:8][CH:7]=1.FC1C=CC=CC=1CC1C=C(C=CC=1OCC1C=CC=CC=1F)CN[C@@H](C)C(N)=O. No catalyst specified. The product is [F:1][C:2]1[CH:22]=[CH:21][CH:20]=[CH:19][C:3]=1[CH2:4][O:5][C:6]1[CH:7]=[CH:8][C:9]([CH2:10][NH:11][C@@H:12]([CH3:16])[C:13]([NH2:15])=[O:14])=[CH:17][CH:18]=1. The yield is 0.930.